From a dataset of Full USPTO retrosynthesis dataset with 1.9M reactions from patents (1976-2016). Predict the reactants needed to synthesize the given product. (1) Given the product [I:25][CH2:42][C:36]1[CH:37]=[C:38]([CH3:41])[CH:39]=[CH:40][C:35]=1[O:34][CH2:33][C:32]1[CH:44]=[CH:45][C:29]([O:28][CH3:27])=[CH:30][CH:31]=1, predict the reactants needed to synthesize it. The reactants are: N1C=CN=C1.C1(P(C2C=CC=CC=2)C2C=CC=CC=2)C=CC=CC=1.[I:25]I.[CH3:27][O:28][C:29]1[CH:45]=[CH:44][C:32]([CH2:33][O:34][C:35]2[CH:40]=[CH:39][C:38]([CH3:41])=[CH:37][C:36]=2[CH2:42]O)=[CH:31][CH:30]=1. (2) Given the product [CH3:4][NH:5][C:6](=[O:15])[C:7]1[CH:12]=[CH:11][C:10]([NH:13][C:16]2([C:1]#[N:2])[CH2:19][CH2:18][CH2:17]2)=[CH:9][C:8]=1[F:14], predict the reactants needed to synthesize it. The reactants are: [C-:1]#[N:2].[Na+].[CH3:4][NH:5][C:6](=[O:15])[C:7]1[CH:12]=[CH:11][C:10]([NH2:13])=[CH:9][C:8]=1[F:14].[C:16]1(=O)[CH2:19][CH2:18][CH2:17]1.